Dataset: Reaction yield outcomes from USPTO patents with 853,638 reactions. Task: Predict the reaction yield, written as a fraction of the theoretical maximum amount of product (1.0 means a 100% yield; for example, 0.34 means a 34% yield). (1) The reactants are [Cl:1][C:2]1[C:3]2[CH:10]=[C:9]([C:11]([O-:13])=O)[N:8]([CH3:14])[C:4]=2[N:5]=[CH:6][N:7]=1.[Li+].C(Cl)(=O)C(Cl)=O.[CH3:22][N:23](C=O)[CH3:24].N(C)C. The catalyst is C(Cl)Cl.C1COCC1. The product is [Cl:1][C:2]1[C:3]2[CH:10]=[C:9]([C:11]([N:23]([CH3:24])[CH3:22])=[O:13])[N:8]([CH3:14])[C:4]=2[N:5]=[CH:6][N:7]=1. The yield is 0.580. (2) The reactants are [Cl:1][C:2]1[CH:7]=[CH:6][C:5]([C:8](=O)[CH2:9][C:10]([O:12]CC)=O)=[CH:4][CH:3]=1.[NH:16]([C:18]1[CH:23]=[C:22]([C:24]#[N:25])[CH:21]=[CH:20][N:19]=1)[NH2:17].CC(O)=O. The catalyst is CCO. The product is [Cl:1][C:2]1[CH:3]=[CH:4][C:5]([C:8]2[CH:9]=[C:10]([OH:12])[N:16]([C:18]3[CH:23]=[C:22]([C:24]#[N:25])[CH:21]=[CH:20][N:19]=3)[N:17]=2)=[CH:6][CH:7]=1. The yield is 0.760.